From a dataset of Full USPTO retrosynthesis dataset with 1.9M reactions from patents (1976-2016). Predict the reactants needed to synthesize the given product. Given the product [ClH:37].[NH2:11][CH2:10][CH2:9][CH2:8][C:6]1[N:7]=[C:2]([NH2:1])[N:3]=[C:4]([NH:19][C:20]2[CH:21]=[CH:22][C:23]([O:26][C:27]3[CH:32]=[CH:31][N:30]=[C:29]([C:33]([F:35])([F:36])[F:34])[CH:28]=3)=[CH:24][CH:25]=2)[CH:5]=1, predict the reactants needed to synthesize it. The reactants are: [NH2:1][C:2]1[N:7]=[C:6]([CH2:8][CH2:9][CH2:10][NH:11]C(=O)OC(C)(C)C)[CH:5]=[C:4]([NH:19][C:20]2[CH:25]=[CH:24][C:23]([O:26][C:27]3[CH:32]=[CH:31][N:30]=[C:29]([C:33]([F:36])([F:35])[F:34])[CH:28]=3)=[CH:22][CH:21]=2)[N:3]=1.[ClH:37].O1CCOCC1.